Dataset: Catalyst prediction with 721,799 reactions and 888 catalyst types from USPTO. Task: Predict which catalyst facilitates the given reaction. The catalyst class is: 21. Reactant: [C:1]([C:4]1[C:5]([CH3:15])=[C:6]2[C:11](=[O:12])[NH:10][CH2:9][CH2:8][N:7]2[C:13]=1[CH3:14])(=[O:3])[CH3:2].CC(O[CH:21](N(C)C)[N:22]([CH3:24])[CH3:23])(C)C. Product: [CH3:21][N:22]([CH3:24])/[CH:23]=[CH:2]/[C:1]([C:4]1[C:5]([CH3:15])=[C:6]2[C:11](=[O:12])[NH:10][CH2:9][CH2:8][N:7]2[C:13]=1[CH3:14])=[O:3].